The task is: Predict which catalyst facilitates the given reaction.. This data is from Catalyst prediction with 721,799 reactions and 888 catalyst types from USPTO. Reactant: Cl.Cl.[NH2:3][CH:4]([C:16]1[CH:21]=[CH:20][CH:19]=[CH:18][CH:17]=1)[C:5]([O:7][C@@H:8]1[CH:13]2[CH2:14][CH2:15][N:10]([CH2:11][CH2:12]2)[CH2:9]1)=[O:6].C(N(CC)CC)C.[CH3:29][S:30](Cl)(=[O:32])=[O:31]. Product: [CH3:29][S:30]([NH:3][CH:4]([C:16]1[CH:21]=[CH:20][CH:19]=[CH:18][CH:17]=1)[C:5]([O:7][C@@H:8]1[CH:13]2[CH2:12][CH2:11][N:10]([CH2:15][CH2:14]2)[CH2:9]1)=[O:6])(=[O:32])=[O:31]. The catalyst class is: 2.